The task is: Regression. Given two drug SMILES strings and cell line genomic features, predict the synergy score measuring deviation from expected non-interaction effect.. This data is from NCI-60 drug combinations with 297,098 pairs across 59 cell lines. Drug 1: C1C(C(OC1N2C=C(C(=O)NC2=O)F)CO)O. Drug 2: C#CCC(CC1=CN=C2C(=N1)C(=NC(=N2)N)N)C3=CC=C(C=C3)C(=O)NC(CCC(=O)O)C(=O)O. Cell line: UACC62. Synergy scores: CSS=64.0, Synergy_ZIP=2.07, Synergy_Bliss=0.183, Synergy_Loewe=-7.03, Synergy_HSA=3.38.